From a dataset of Full USPTO retrosynthesis dataset with 1.9M reactions from patents (1976-2016). Predict the reactants needed to synthesize the given product. (1) Given the product [CH3:22][O:23][C:24]([C:26]1([CH3:30])[CH2:29][N:28]([CH2:15][C:14]2[CH:17]=[CH:18][CH:19]=[C:12]([NH:11][C@@H:8]([C:5]3[CH:6]=[CH:7][C:2]([Cl:1])=[C:3]([CH3:20])[CH:4]=3)[CH2:9][CH3:10])[CH:13]=2)[CH2:27]1)=[O:25], predict the reactants needed to synthesize it. The reactants are: [Cl:1][C:2]1[CH:7]=[CH:6][C:5]([C@H:8]([NH:11][C:12]2[CH:13]=[C:14]([CH:17]=[CH:18][CH:19]=2)[CH:15]=O)[CH2:9][CH3:10])=[CH:4][C:3]=1[CH3:20].Cl.[CH3:22][O:23][C:24]([C:26]1([CH3:30])[CH2:29][NH:28][CH2:27]1)=[O:25].CCN(C(C)C)C(C)C.CC(O)=O.[BH3-]C#N.[Na+]. (2) Given the product [CH2:25]([NH:24][CH:21]1[CH2:20][CH2:19][CH2:18][C:17]2[N:16]=[CH:15][C:14]([NH:13][S:10]([C:7]3[CH:6]=[CH:5][C:4]([O:3][C:2]([F:30])([F:29])[F:1])=[CH:9][CH:8]=3)(=[O:12])=[O:11])=[CH:23][C:22]1=2)[CH2:26][CH3:27], predict the reactants needed to synthesize it. The reactants are: [F:1][C:2]([F:30])([F:29])[O:3][C:4]1[CH:9]=[CH:8][C:7]([S:10]([NH:13][C:14]2[CH:15]=[N:16][C:17]3[CH2:18][CH2:19][CH2:20][CH:21]([NH:24][C:25](=O)[CH2:26][CH3:27])[C:22]=3[CH:23]=2)(=[O:12])=[O:11])=[CH:6][CH:5]=1.B.C1COCC1. (3) Given the product [ClH:26].[NH2:9][CH2:8][CH:7]([C:10]1[CH:11]=[CH:12][C:13]([F:16])=[CH:14][CH:15]=1)[C:6]([OH:17])=[O:5], predict the reactants needed to synthesize it. The reactants are: C([O:5][C:6](=[O:17])[CH:7]([C:10]1[CH:15]=[CH:14][C:13]([F:16])=[CH:12][CH:11]=1)[CH2:8][NH2:9])(C)(C)C.C(O)(C(F)(F)F)=O.C(Cl)[Cl:26]. (4) Given the product [NH2:1][C:2]1[N:7]=[C:6]([O:25][CH2:24][CH2:23][C:17]2[CH:22]=[CH:21][CH:20]=[CH:19][CH:18]=2)[C:5]([C:9]#[N:10])=[C:4]([C:11]2[CH:16]=[CH:15][CH:14]=[CH:13][CH:12]=2)[N:3]=1, predict the reactants needed to synthesize it. The reactants are: [NH2:1][C:2]1[N:7]=[C:6](Cl)[C:5]([C:9]#[N:10])=[C:4]([C:11]2[CH:16]=[CH:15][CH:14]=[CH:13][CH:12]=2)[N:3]=1.[C:17]1([CH2:23][CH2:24][OH:25])[CH:22]=[CH:21][CH:20]=[CH:19][CH:18]=1.C1CCN2C(=NCCC2)CC1.C1(C=C)C=CC=CC=1.